From a dataset of Full USPTO retrosynthesis dataset with 1.9M reactions from patents (1976-2016). Predict the reactants needed to synthesize the given product. (1) Given the product [CH3:16][C:3]1([CH3:2])[CH2:8][C:7]([CH3:9])([CH3:10])[CH2:6][C:5]([CH2:13][CH2:14][C:17]2[CH:22]=[CH:21][CH:20]=[CH:19][CH:18]=2)([OH:31])[CH2:4]1, predict the reactants needed to synthesize it. The reactants are: Cl.[CH3:2][C:3]1([CH3:16])[CH2:8][C:7]([CH3:10])([CH3:9])[CH2:6][C:5]([CH2:13][CH2:14]N)(C=C)[CH2:4]1.[C:17]1(CC[Mg]Br)[CH:22]=[CH:21][CH:20]=[CH:19][CH:18]=1.[NH4+].[Cl-].C([O:31]CC)C. (2) Given the product [Cl:27][C:24]1[CH:25]=[CH:26][C:21]([S:18]([NH:17][CH2:16][C:12]2[N:11]([CH3:28])[C:10]([C:29]([OH:31])=[O:30])=[C:9]([OH:8])[C:14](=[O:15])[CH:13]=2)(=[O:19])=[O:20])=[CH:22][CH:23]=1, predict the reactants needed to synthesize it. The reactants are: C([O:8][C:9]1[C:14](=[O:15])[CH:13]=[C:12]([CH2:16][NH:17][S:18]([C:21]2[CH:26]=[CH:25][C:24]([Cl:27])=[CH:23][CH:22]=2)(=[O:20])=[O:19])[N:11]([CH3:28])[C:10]=1[C:29]([OH:31])=[O:30])C1C=CC=CC=1.C1(S(C(N)C2N(C)C(C(O)=O)=C(O)C(=O)C=2)(=O)=O)C=CC=CC=1. (3) Given the product [F:18][C:17]([F:19])([F:20])[C:16]([C:13]1[CH:14]=[CH:15][C:10]([CH2:9][N:6]2[CH2:5][CH2:4][NH:3][C@H:2]([CH3:1])[CH2:7]2)=[CH:11][CH:12]=1)([OH:25])[C:21]([F:22])([F:24])[F:23], predict the reactants needed to synthesize it. The reactants are: [CH3:1][C@@H:2]1[CH2:7][NH:6][CH2:5][CH2:4][NH:3]1.Br[CH2:9][C:10]1[CH:15]=[CH:14][C:13]([C:16]([OH:25])([C:21]([F:24])([F:23])[F:22])[C:17]([F:20])([F:19])[F:18])=[CH:12][CH:11]=1.C(=O)([O-])[O-].[K+].[K+].